This data is from Full USPTO retrosynthesis dataset with 1.9M reactions from patents (1976-2016). The task is: Predict the reactants needed to synthesize the given product. (1) Given the product [F:20][C:2]([F:19])([F:1])[C:3]1[CH:8]=[CH:7][CH:6]=[CH:5][C:4]=1[C:9]1[CH:14]=[CH:13][N:12]=[C:11]([C:15]2[NH:17][O:18][C:21](=[O:22])[N:16]=2)[CH:10]=1, predict the reactants needed to synthesize it. The reactants are: [F:1][C:2]([F:20])([F:19])[C:3]1[CH:8]=[CH:7][CH:6]=[CH:5][C:4]=1[C:9]1[CH:14]=[CH:13][N:12]=[C:11]([C:15](=[N:17][OH:18])[NH2:16])[CH:10]=1.[C:21](N1C=CN=C1)(N1C=CN=C1)=[O:22].N12CCCN=C1CCCCC2.Cl. (2) The reactants are: [CH:1]1([C:4]2[CH:9]=[CH:8][C:7]([CH:10]3[N:14]([CH2:15][CH2:16][C:17]4[CH:22]=[CH:21][C:20]([O:23][CH3:24])=[CH:19][CH:18]=4)[C:13](=[O:25])[C:12]4([CH2:30][CH2:29][NH:28][CH2:27][CH2:26]4)[N:11]3[CH3:31])=[CH:6][CH:5]=2)[CH2:3][CH2:2]1.C[Si]([N+:36]#[C-:37])(C)C.C([O-])(O)=[O:39].[Na+]. Given the product [CH:1]1([C:4]2[CH:9]=[CH:8][C:7]([CH:10]3[N:14]([CH2:15][CH2:16][C:17]4[CH:22]=[CH:21][C:20]([O:23][CH3:24])=[CH:19][CH:18]=4)[C:13](=[O:25])[C:12]4([CH2:26][CH2:27][N:28]([C:37]([NH2:36])=[O:39])[CH2:29][CH2:30]4)[N:11]3[CH3:31])=[CH:6][CH:5]=2)[CH2:3][CH2:2]1, predict the reactants needed to synthesize it. (3) Given the product [CH3:1][O:2][C:3](=[O:47])[CH:4]([NH:24][C:25](=[O:46])[CH2:26][CH2:27][C:28]1[CH:29]=[CH:30][C:31]([O:34][C:35](=[O:45])[CH2:36][OH:37])=[CH:32][CH:33]=1)[CH2:5][C:6]1[CH:7]=[CH:8][C:9]([O:12][C:13](=[O:23])[CH2:14][OH:15])=[CH:10][CH:11]=1, predict the reactants needed to synthesize it. The reactants are: [CH3:1][O:2][C:3](=[O:47])[CH:4]([NH:24][C:25](=[O:46])[CH2:26][CH2:27][C:28]1[CH:33]=[CH:32][C:31]([O:34][C:35](=[O:45])[CH2:36][O:37]CC2C=CC=CC=2)=[CH:30][CH:29]=1)[CH2:5][C:6]1[CH:11]=[CH:10][C:9]([O:12][C:13](=[O:23])[CH2:14][O:15]CC2C=CC=CC=2)=[CH:8][CH:7]=1. (4) Given the product [CH2:15]([O:14][C:7](=[O:13])[C:8](=[O:10])[CH2:27][C:24]1[CH:25]=[CH:26][C:21]([C:17]([CH3:20])([CH3:18])[CH3:19])=[CH:22][C:23]=1[N+:28]([O-:30])=[O:29])[CH3:16], predict the reactants needed to synthesize it. The reactants are: [K].CCOCC.[C:7]([O:14][CH2:15][CH3:16])(=[O:13])[C:8]([O:10]CC)=O.[C:17]([C:21]1[CH:26]=[CH:25][C:24]([CH3:27])=[C:23]([N+:28]([O-:30])=[O:29])[CH:22]=1)([CH3:20])([CH3:19])[CH3:18].